Dataset: Reaction yield outcomes from USPTO patents with 853,638 reactions. Task: Predict the reaction yield, written as a fraction of the theoretical maximum amount of product (1.0 means a 100% yield; for example, 0.34 means a 34% yield). (1) The reactants are [NH2:1][C@@H:2]1[CH2:7][CH2:6][CH2:5][CH2:4][C@H:3]1[NH:8][C:9](=O)OC(C)(C)C.C([O-])(=O)C.[Na+].COC1[CH2:27][CH2:26][CH:25](OC)O1.O1CCOCC1.[ClH:36]. The catalyst is C(O)(=O)C. The product is [ClH:36].[N:8]1([C@@H:3]2[CH2:4][CH2:5][CH2:6][CH2:7][C@H:2]2[NH2:1])[CH:9]=[CH:27][CH:26]=[CH:25]1. The yield is 0.990. (2) The reactants are [CH2:1]([O:3][C:4](=[O:16])[C:5]1[CH:13]=[C:12]([CH2:14][OH:15])[CH:11]=[C:7]([C:8]([OH:10])=O)[CH:6]=1)[CH3:2].[CH3:17][NH:18][CH2:19][CH2:20][CH3:21].ON1C2C=CC=CC=2N=N1.Cl.CN(C)CCCN=C=NCC. The catalyst is ClCCl.CN(C=O)C. The product is [CH2:1]([O:3][C:4](=[O:16])[C:5]1[CH:13]=[C:12]([CH2:14][OH:15])[CH:11]=[C:7]([C:8]([N:18]([CH3:17])[CH2:19][CH2:20][CH3:21])=[O:10])[CH:6]=1)[CH3:2]. The yield is 0.400. (3) The catalyst is C(O)C. The reactants are [OH:1][CH2:2][CH2:3][CH2:4][CH2:5][CH2:6][O:7][C:8]1[CH:13]=[CH:12][N:11]=[C:10]([CH2:14]Cl)[C:9]=1[CH3:16].[SH:17][C:18]1[NH:19][C:20]2[CH:26]=[CH:25][CH:24]=[CH:23][C:21]=2[N:22]=1.[OH-].[Na+].CO. The product is [OH:1][CH2:2][CH2:3][CH2:4][CH2:5][CH2:6][O:7][C:8]1[CH:13]=[CH:12][N:11]=[C:10]([CH2:14][S:17][C:18]2[NH:22][C:21]3[CH:23]=[CH:24][CH:25]=[CH:26][C:20]=3[N:19]=2)[C:9]=1[CH3:16]. The yield is 0.269. (4) The yield is 0.212. The catalyst is C1COCC1. The reactants are C1(P(C2C=CC=CC=2)C2C=CC=CC=2)C=CC=CC=1.[C:20]1(=[O:30])[NH:24][C:23](=[O:25])[C:22]2=[CH:26][CH:27]=[CH:28][CH:29]=[C:21]12.[Cl:31][C:32]1[CH:37]=[CH:36][C:35]([CH:38]([NH:42][C:43]([C:45]2([NH:60][C:61](=[O:67])[O:62][C:63]([CH3:66])([CH3:65])[CH3:64])[CH2:50][CH2:49][N:48]([C:51]3[C:52]4[CH:59]=[CH:58][NH:57][C:53]=4[N:54]=[CH:55][N:56]=3)[CH2:47][CH2:46]2)=[O:44])[CH2:39][CH2:40]O)=[CH:34][CH:33]=1.N(C(OCC)=O)=NC(OCC)=O. The product is [Cl:31][C:32]1[CH:33]=[CH:34][C:35]([CH:38]([NH:42][C:43]([C:45]2([NH:60][C:61](=[O:67])[O:62][C:63]([CH3:66])([CH3:65])[CH3:64])[CH2:46][CH2:47][N:48]([C:51]3[C:52]4[CH:59]=[CH:58][NH:57][C:53]=4[N:54]=[CH:55][N:56]=3)[CH2:49][CH2:50]2)=[O:44])[CH2:39][CH2:40][N:24]2[C:20](=[O:30])[C:21]3[C:22](=[CH:26][CH:27]=[CH:28][CH:29]=3)[C:23]2=[O:25])=[CH:36][CH:37]=1. (5) The reactants are [NH2:1][C:2]12[CH2:9][CH2:8][C:5]([C:10]([O:12][CH2:13][CH3:14])=[O:11])([CH2:6][CH2:7]1)[CH:4]([OH:15])[CH2:3]2.[C:16]([C@H:20]1[CH2:25][CH2:24][C@H:23]([O:26][C:27]2[CH:28]=[C:29]3[C:34](=[CH:35][CH:36]=2)[CH:33]=[C:32]([CH:37]=O)[CH:31]=[CH:30]3)[CH2:22][CH2:21]1)([CH3:19])([CH3:18])[CH3:17].CC(O)=O.[BH-](OC(C)=O)(OC(C)=O)OC(C)=O.[Na+]. The catalyst is ClCCCl. The product is [C:16]([C@H:20]1[CH2:25][CH2:24][C@H:23]([O:26][C:27]2[CH:28]=[C:29]3[C:34](=[CH:35][CH:36]=2)[CH:33]=[C:32]([CH2:37][NH:1][C:2]24[CH2:7][CH2:6][C:5]([C:10]([O:12][CH2:13][CH3:14])=[O:11])([CH2:8][CH2:9]2)[CH:4]([OH:15])[CH2:3]4)[CH:31]=[CH:30]3)[CH2:22][CH2:21]1)([CH3:19])([CH3:18])[CH3:17]. The yield is 0.350. (6) The reactants are [Cl:1][C:2]1[N:7]=[C:6](Cl)[CH:5]=[C:4]([CH3:9])[N:3]=1.[NH:10]1[CH2:14][CH2:13][CH2:12][CH2:11]1. The catalyst is O1CCCC1. The product is [Cl:1][C:2]1[N:3]=[C:4]([CH3:9])[CH:5]=[C:6]([N:10]2[CH2:14][CH2:13][CH2:12][CH2:11]2)[N:7]=1. The yield is 0.580. (7) The reactants are I[C:2]1[C:10]2[O:9][CH:8]=[CH:7][C:6]=2[CH:5]=[C:4]([N+:11]([O-:13])=[O:12])[CH:3]=1.[NH2:14][C:15]1[CH:20]=[CH:19][N:18]=[CH:17][CH:16]=1.CC1(C)C2C(=C(P(C3C=CC=CC=3)C3C=CC=CC=3)C=CC=2)OC2C(P(C3C=CC=CC=3)C3C=CC=CC=3)=CC=CC1=2.CC([O-])(C)C.[Na+]. The catalyst is C1(C)C(C)=CC=CC=1.C1C=CC(/C=C/C(/C=C/C2C=CC=CC=2)=O)=CC=1.C1C=CC(/C=C/C(/C=C/C2C=CC=CC=2)=O)=CC=1.C1C=CC(/C=C/C(/C=C/C2C=CC=CC=2)=O)=CC=1.[Pd].[Pd]. The product is [N+:11]([C:4]1[CH:3]=[C:2]([NH:14][C:15]2[CH:20]=[CH:19][N:18]=[CH:17][CH:16]=2)[C:10]2[O:9][CH:8]=[CH:7][C:6]=2[CH:5]=1)([O-:13])=[O:12]. The yield is 0.600.